Dataset: NCI-60 drug combinations with 297,098 pairs across 59 cell lines. Task: Regression. Given two drug SMILES strings and cell line genomic features, predict the synergy score measuring deviation from expected non-interaction effect. (1) Drug 1: C1C(C(OC1N2C=NC(=NC2=O)N)CO)O. Drug 2: C(CCl)NC(=O)N(CCCl)N=O. Cell line: CCRF-CEM. Synergy scores: CSS=31.4, Synergy_ZIP=-6.53, Synergy_Bliss=-6.38, Synergy_Loewe=-5.04, Synergy_HSA=0.809. (2) Drug 1: CNC(=O)C1=CC=CC=C1SC2=CC3=C(C=C2)C(=NN3)C=CC4=CC=CC=N4. Drug 2: CC12CCC3C(C1CCC2O)C(CC4=C3C=CC(=C4)O)CCCCCCCCCS(=O)CCCC(C(F)(F)F)(F)F. Cell line: HCT116. Synergy scores: CSS=2.09, Synergy_ZIP=-2.14, Synergy_Bliss=-3.70, Synergy_Loewe=-5.37, Synergy_HSA=-3.01. (3) Drug 1: C1CC(=O)NC(=O)C1N2CC3=C(C2=O)C=CC=C3N. Drug 2: C(CCl)NC(=O)N(CCCl)N=O. Cell line: ACHN. Synergy scores: CSS=1.92, Synergy_ZIP=-0.421, Synergy_Bliss=1.41, Synergy_Loewe=-1.10, Synergy_HSA=-0.0300. (4) Drug 1: CS(=O)(=O)C1=CC(=C(C=C1)C(=O)NC2=CC(=C(C=C2)Cl)C3=CC=CC=N3)Cl. Drug 2: CC1OCC2C(O1)C(C(C(O2)OC3C4COC(=O)C4C(C5=CC6=C(C=C35)OCO6)C7=CC(=C(C(=C7)OC)O)OC)O)O. Cell line: HCT116. Synergy scores: CSS=53.1, Synergy_ZIP=-3.15, Synergy_Bliss=-3.23, Synergy_Loewe=-21.6, Synergy_HSA=-3.09. (5) Drug 1: CC1=C(C=C(C=C1)NC2=NC=CC(=N2)N(C)C3=CC4=NN(C(=C4C=C3)C)C)S(=O)(=O)N.Cl. Drug 2: CC1=C(C(CCC1)(C)C)C=CC(=CC=CC(=CC(=O)O)C)C. Cell line: SNB-19. Synergy scores: CSS=-4.78, Synergy_ZIP=2.69, Synergy_Bliss=0.714, Synergy_Loewe=-3.39, Synergy_HSA=-3.88.